Dataset: Full USPTO retrosynthesis dataset with 1.9M reactions from patents (1976-2016). Task: Predict the reactants needed to synthesize the given product. Given the product [O:1]1[CH2:6][CH2:5][N:4]([CH2:7][CH2:8][O:9][C:10]2[CH:11]=[CH:12][C:13]([C:16]3[CH:17]=[CH:18][C:19]([CH2:22][C:23]#[N:25])=[N:20][CH:21]=3)=[CH:14][CH:15]=2)[CH2:3][CH2:2]1, predict the reactants needed to synthesize it. The reactants are: [O:1]1[CH2:6][CH2:5][N:4]([CH2:7][CH2:8][O:9][C:10]2[CH:15]=[CH:14][C:13]([C:16]3[CH:17]=[CH:18][C:19]([CH2:22][C:23]([NH:25]CC4C=CC=CC=4)=O)=[N:20][CH:21]=3)=[CH:12][CH:11]=2)[CH2:3][CH2:2]1.N1CCOCC1.